This data is from Forward reaction prediction with 1.9M reactions from USPTO patents (1976-2016). The task is: Predict the product of the given reaction. (1) Given the reactants C(Br)C=C.CC1(CO)COC([C:12]2[N:16]([CH3:17])[N:15]=[CH:14][C:13]=2[N+:18]([O-:20])=[O:19])OC1, predict the reaction product. The product is: [CH3:17][N:16]1[CH:12]=[C:13]([N+:18]([O-:20])=[O:19])[CH:14]=[N:15]1. (2) Given the reactants [CH3:1][C:2]1[C:7]([CH3:8])=[C:6]([C@@H:9]2[CH2:14][CH2:13][N:12]([C:15]([O:17][C:18]([CH3:21])([CH3:20])[CH3:19])=[O:16])[CH2:11][C@H:10]2[C:22]([O:24][CH2:25][CH3:26])=[O:23])[CH:5]=[C:4]([O:27]CC2C=CC=CC=2)[N:3]=1, predict the reaction product. The product is: [OH:27][C:4]1[N:3]=[C:2]([CH3:1])[C:7]([CH3:8])=[C:6]([C@@H:9]2[CH2:14][CH2:13][N:12]([C:15]([O:17][C:18]([CH3:21])([CH3:19])[CH3:20])=[O:16])[CH2:11][C@H:10]2[C:22]([O:24][CH2:25][CH3:26])=[O:23])[CH:5]=1.